From a dataset of Reaction yield outcomes from USPTO patents with 853,638 reactions. Predict the reaction yield, written as a fraction of the theoretical maximum amount of product (1.0 means a 100% yield; for example, 0.34 means a 34% yield). (1) The reactants are [NH2:1][C:2]1[CH:7]=[C:6]([Br:8])[CH:5]=[CH:4][C:3]=1[OH:9].[Br:10][CH2:11][CH2:12]Br.C([O-])([O-])=O.[K+].[K+]. The catalyst is CN(C=O)C.O. The product is [Br:8][C:6]1[CH:5]=[CH:4][C:3]([O:9][CH2:12][CH2:11][Br:10])=[C:2]([NH2:1])[CH:7]=1. The yield is 0.370. (2) The reactants are Cl[C:2]1[CH:7]=[C:6]([C:8]([F:11])([F:10])[F:9])[N:5]=[CH:4][N:3]=1.[NH3:12]. The catalyst is CC#N. The product is [NH2:12][C:2]1[CH:7]=[C:6]([C:8]([F:11])([F:10])[F:9])[N:5]=[CH:4][N:3]=1. The yield is 0.980. (3) The reactants are C(OC(=O)[NH:7][CH2:8][CH2:9][CH2:10][O:11][C:12]1[CH:17]=[CH:16][CH:15]=[C:14]([C:18]([C:26]2[CH:31]=[CH:30][C:29](C3OCC(C)(C)N=3)=[CH:28][CH:27]=2)([OH:25])[C:19]2[CH:24]=[CH:23][CH:22]=[CH:21][CH:20]=2)[CH:13]=1)(C)(C)C.C[C:41]([OH:43])=[O:42]. The catalyst is CO.C(Cl)(Cl)Cl. The product is [NH2:7][CH2:8][CH2:9][CH2:10][O:11][C:12]1[CH:13]=[C:14]([C:18]([OH:25])([C:19]2[CH:24]=[CH:23][CH:22]=[CH:21][CH:20]=2)[C:26]2[CH:31]=[CH:30][C:29]([C:41]([OH:43])=[O:42])=[CH:28][CH:27]=2)[CH:15]=[CH:16][CH:17]=1. The yield is 0.960. (4) The reactants are [CH3:1][O:2][C:3](=[O:25])[C@@H:4]([NH:12][C:13](=[O:24])[C@@H:14]([OH:23])[C@@H:15]([N:20]=[N+]=[N-])[CH2:16][CH2:17][CH2:18][CH3:19])[CH2:5][C:6]1[CH:11]=[CH:10][CH:9]=[CH:8][CH:7]=1. The catalyst is [C].[Pd].CO. The product is [CH3:1][O:2][C:3](=[O:25])[C@@H:4]([NH:12][C:13](=[O:24])[C@@H:14]([OH:23])[C@@H:15]([NH2:20])[CH2:16][CH2:17][CH2:18][CH3:19])[CH2:5][C:6]1[CH:11]=[CH:10][CH:9]=[CH:8][CH:7]=1. The yield is 0.940. (5) The reactants are [CH:1]([C:3]1[CH:4]=[C:5]([N+:12]([O-:14])=[O:13])[C:6]([OH:11])=[C:7]([CH:10]=1)[C:8]#[N:9])=O.[C:15]1([C:21](=O)[CH2:22][C:23]2[CH:28]=[CH:27][CH:26]=[CH:25][CH:24]=2)[CH:20]=[CH:19][CH:18]=[CH:17][CH:16]=1.[NH2:30][C:31]([NH2:33])=[O:32].Cl. The catalyst is C(O)C. The product is [OH:11][C:6]1[C:5]([N+:12]([O-:14])=[O:13])=[CH:4][C:3]([CH:1]2[C:22]([C:23]3[CH:28]=[CH:27][CH:26]=[CH:25][CH:24]=3)=[C:21]([C:15]3[CH:20]=[CH:19][CH:18]=[CH:17][CH:16]=3)[NH:33][C:31](=[O:32])[NH:30]2)=[CH:10][C:7]=1[C:8]#[N:9]. The yield is 0.160.